From a dataset of Full USPTO retrosynthesis dataset with 1.9M reactions from patents (1976-2016). Predict the reactants needed to synthesize the given product. (1) Given the product [ClH:107].[ClH:107].[Br:19][C:20]1[CH:25]=[CH:24][C:23]([NH:32][C@@H:33]2[CH2:34][CH2:35][C@H:36]([NH:39][C:40]3[N:49]=[C:48]([N:50]([CH3:53])[CH3:51])[C:47]4[C:42](=[CH:43][CH:44]=[CH:45][CH:46]=4)[N:41]=3)[CH2:37][CH2:38]2)=[C:22]([O:27][C:28]([F:31])([F:30])[F:29])[CH:21]=1, predict the reactants needed to synthesize it. The reactants are: C1OCCOCCOCCOCCOCCOC1.[Br:19][C:20]1[CH:25]=[CH:24][C:23](I)=[C:22]([O:27][C:28]([F:31])([F:30])[F:29])[CH:21]=1.[NH2:32][C@@H:33]1[CH2:38][CH2:37][C@H:36]([NH:39][C:40]2[N:49]=[C:48]([N:50]([CH2:53]C)[CH2:51]C)[C:47]3[C:42](=[CH:43][CH:44]=[CH:45][CH:46]=3)[N:41]=2)[CH2:35][CH2:34]1.CC(C)([O-])C.[Na+].C1C=CC(P(C2C=CC3C(=CC=CC=3)C=2C2C3C(=CC=CC=3)C=CC=2P(C2C=CC=CC=2)C2C=CC=CC=2)C2C=CC=CC=2)=CC=1.[ClH:107]. (2) Given the product [F:1][C:2]1[CH:3]=[CH:4][C:5]([C@@H:8]([NH:10][C:11]2[N:16]=[C:15]3[C:14]([N:27]=[CH:30][N:17]3[C:18]3[CH:22]=[C:21]([O:23][CH:24]([CH3:26])[CH3:25])[NH:20][N:19]=3)=[CH:13][N:12]=2)[CH3:9])=[N:6][CH:7]=1, predict the reactants needed to synthesize it. The reactants are: [F:1][C:2]1[CH:3]=[CH:4][C:5]([C@@H:8]([NH:10][C:11]2[N:16]=[C:15]([NH:17][C:18]3[CH:22]=[C:21]([O:23][CH:24]([CH3:26])[CH3:25])[NH:20][N:19]=3)[C:14]([N+:27]([O-])=O)=[CH:13][N:12]=2)[CH3:9])=[N:6][CH:7]=1.[CH2:30](O)C.C(O)(=O)C.C(N)=N.C(OCC)(=O)C.